Dataset: Forward reaction prediction with 1.9M reactions from USPTO patents (1976-2016). Task: Predict the product of the given reaction. (1) Given the reactants [NH:1]1[C:9]2[C:4](=[CH:5][CH:6]=[CH:7][CH:8]=2)[C@@:3]2([C:21]3[C:12](=[CH:13][C:14]4[O:19][CH2:18][CH2:17][O:16][C:15]=4[CH:20]=3)[O:11][CH2:10]2)[C:2]1=[O:22].C(=O)([O-])[O-].[Cs+].[Cs+].Br[CH2:30][C:31]1[C:36]([C:37]([F:40])([F:39])[F:38])=[CH:35][CH:34]=[CH:33][N:32]=1, predict the reaction product. The product is: [F:40][C:37]([F:38])([F:39])[C:36]1[C:31]([CH2:30][N:1]2[C:9]3[C:4](=[CH:5][CH:6]=[CH:7][CH:8]=3)[C@@:3]3([C:21]4[C:12](=[CH:13][C:14]5[O:19][CH2:18][CH2:17][O:16][C:15]=5[CH:20]=4)[O:11][CH2:10]3)[C:2]2=[O:22])=[N:32][CH:33]=[CH:34][CH:35]=1. (2) Given the reactants [CH3:1][C:2]1[S:3][CH:4]=[CH:5][C:6]=1[C:7]#[N:8].[Br:9]N1C(=O)CCC1=O.C(OOC(=O)C1C=CC=CC=1)(=O)C1C=CC=CC=1, predict the reaction product. The product is: [Br:9][CH2:1][C:2]1[S:3][CH:4]=[CH:5][C:6]=1[C:7]#[N:8]. (3) The product is: [C:7]([CH:9]=[C:19]1[CH2:20][CH2:21][N:22]([C:25]([O:27][CH2:28][CH2:31][CH2:2][CH3:5])=[O:26])[CH2:23][CH2:24]1)#[N:8]. Given the reactants C[C:2]([CH3:5])([O-])C.[K+].[C:7]([CH2:9]P(=O)(OCC)OCC)#[N:8].O=[C:19]1[CH2:24][CH2:23][N:22]([C:25]([O:27][C:28]([CH3:31])(C)C)=[O:26])[CH2:21][CH2:20]1, predict the reaction product. (4) The product is: [CH2:1]([O:3][C:4](=[O:45])[CH2:5][NH:6][C:7]([C:9]1[C:14]([OH:15])=[C:13]([CH3:23])[N:12]=[C:11]([CH2:24][CH:25]2[CH2:26][CH2:27][N:28]([C:31]3[CH:32]=[CH:33][C:34]([C:37]4[CH:38]=[CH:39][C:40]([CH2:43][OH:44])=[CH:41][CH:42]=4)=[CH:35][CH:36]=3)[CH2:29][CH2:30]2)[N:10]=1)=[O:8])[CH3:2]. Given the reactants [CH2:1]([O:3][C:4](=[O:45])[CH2:5][NH:6][C:7]([C:9]1[C:14]([O:15]CC2C=CC=CC=2)=[C:13]([CH3:23])[N:12]=[C:11]([CH2:24][CH:25]2[CH2:30][CH2:29][N:28]([C:31]3[CH:36]=[CH:35][C:34]([C:37]4[CH:42]=[CH:41][C:40]([CH2:43][OH:44])=[CH:39][CH:38]=4)=[CH:33][CH:32]=3)[CH2:27][CH2:26]2)[N:10]=1)=[O:8])[CH3:2], predict the reaction product. (5) Given the reactants [Cl:1][C:2]1[CH:3]=[C:4]([C:8]2[C:9]([O:17][CH3:18])=[N:10][C:11]([CH3:16])=[C:12]([CH:15]=2)[C:13]#N)[CH:5]=[CH:6][CH:7]=1.BrC1C(OC)=NC(C)=C(C=1)C#N.[Cl:31]C1C=C(B(O)O)C=CC=1.C(Cl)Cl.C([O-])(O)=O.[Na+], predict the reaction product. The product is: [Cl:31][CH2:13][C:12]1[C:11]([CH3:16])=[N:10][C:9]([O:17][CH3:18])=[C:8]([C:4]2[CH:5]=[CH:6][CH:7]=[C:2]([Cl:1])[CH:3]=2)[CH:15]=1. (6) Given the reactants [C:1]([C:3]1[S:4][C:5]2[C:11]([C:12]#[N:13])=[C:10](/[N:14]=[CH:15]/[N:16](C)C)[CH:9]=[CH:8][C:6]=2[N:7]=1)#[N:2].[Br:19][C:20]1[CH:26]=[C:25]([F:27])[CH:24]=[CH:23][C:21]=1N.[K+].[Br-], predict the reaction product. The product is: [Br:19][C:20]1[CH:26]=[C:25]([F:27])[CH:24]=[CH:23][C:21]=1[NH:13][C:12]1[C:11]2[C:10](=[CH:9][CH:8]=[C:6]3[N:7]=[C:3]([C:1]#[N:2])[S:4][C:5]3=2)[N:14]=[CH:15][N:16]=1.